Dataset: P-glycoprotein inhibition data for predicting drug efflux from Broccatelli et al.. Task: Regression/Classification. Given a drug SMILES string, predict its absorption, distribution, metabolism, or excretion properties. Task type varies by dataset: regression for continuous measurements (e.g., permeability, clearance, half-life) or binary classification for categorical outcomes (e.g., BBB penetration, CYP inhibition). Dataset: pgp_broccatelli. (1) The drug is C[C@@H]1NC(c2ccccc2)(c2ccccc2)C(=O)N1CC(=O)O. The result is 0 (non-inhibitor). (2) The molecule is CCC[C@@H]1C[C@H](C(=O)N[C@H]([C@@H]2O[C@@H](SC)[C@H](O)[C@@H](O)[C@@H]2O)[C@@H](C)Cl)N(C)C1. The result is 1 (inhibitor). (3) The drug is Clc1cc(Cl)c(OCC#CI)cc1Cl. The result is 0 (non-inhibitor). (4) The drug is CNCCC=C1c2ccccc2CCc2ccccc21. The result is 0 (non-inhibitor).